This data is from Reaction yield outcomes from USPTO patents with 853,638 reactions. The task is: Predict the reaction yield, written as a fraction of the theoretical maximum amount of product (1.0 means a 100% yield; for example, 0.34 means a 34% yield). (1) The reactants are Br[C:2]1[CH:3]=[CH:4][C:5]2[O:11][CH2:10][CH2:9][N:8]3[CH:12]=[C:13]([C:15]4[N:19]([CH:20]([CH3:22])[CH3:21])[N:18]=[C:17]([NH2:23])[N:16]=4)[N:14]=[C:7]3[C:6]=2[CH:24]=1.[Cl:25][C:26]1[CH:31]=[CH:30][C:29](B(O)O)=[CH:28][CH:27]=1.C([O-])([O-])=O.[Cs+].[Cs+].O. The catalyst is O1CCOCC1.C1C=CC(P(C2C=CC=CC=2)[C-]2C=CC=C2)=CC=1.C1C=CC(P(C2C=CC=CC=2)[C-]2C=CC=C2)=CC=1.Cl[Pd]Cl.[Fe+2]. The product is [Cl:25][C:26]1[CH:31]=[CH:30][C:29]([C:2]2[CH:3]=[CH:4][C:5]3[O:11][CH2:10][CH2:9][N:8]4[CH:12]=[C:13]([C:15]5[N:19]([CH:20]([CH3:21])[CH3:22])[N:18]=[C:17]([NH2:23])[N:16]=5)[N:14]=[C:7]4[C:6]=3[CH:24]=2)=[CH:28][CH:27]=1. The yield is 0.181. (2) The reactants are O1C2C=CC(N[N:11]=[C:12]([C:15]#[N:16])[C:13]#[N:14])=CC=2OC1.[CH2:17]1[O:26][C:25]2[CH:24]=[CH:23][C:21]([NH2:22])=[CH:20][C:19]=2[O:18]1.C(#N)CC#N.O.[NH2:33][NH2:34]. The catalyst is CC(C)=O. The product is [O:26]1[C:25]2[CH:24]=[CH:23][C:21]([NH:22][N:11]=[C:12]3[C:13]([NH2:14])=[N:34][N:33]=[C:15]3[NH2:16])=[CH:20][C:19]=2[O:18][CH2:17]1. The yield is 0.0100. (3) The product is [Cl:25][C:2]1[C:6]([C:7]([O:9][CH3:10])=[O:8])=[CH:5][N:4]([C:12]2[S:16][C:15]([C:17]([F:20])([F:19])[F:18])=[N:14][CH:13]=2)[N:3]=1. The reactants are N[C:2]1[C:6]([C:7]([O:9][CH2:10]C)=[O:8])=[CH:5][N:4]([C:12]2[S:16][C:15]([C:17]([F:20])([F:19])[F:18])=[N:14][CH:13]=2)[N:3]=1.N([O-])=O.[Na+].[ClH:25]. The yield is 0.460. The catalyst is O.[Cu]Cl. (4) The reactants are [NH2:1][C:2]1[CH:3]=[CH:4][C:5]([CH3:9])=[C:6]([OH:8])[CH:7]=1.[OH-:10].[Na+].[Cl-]. The catalyst is ClCCl. The product is [OH:8][C:6]1[CH:7]=[C:2]([NH:1][C:4](=[O:10])[CH:5]([CH3:9])[CH3:6])[CH:3]=[CH:4][C:5]=1[CH3:9]. The yield is 0.780. (5) No catalyst specified. The yield is 0.540. The reactants are [NH2:1][C:2]1[C:3]([C:7](=[N:17][OH:18])[NH:8][C:9]2[CH:14]=[CH:13][C:12]([F:15])=[C:11]([Cl:16])[CH:10]=2)=[N:4][O:5][N:6]=1.[C:19](OC(=O)C)(=[O:21])[CH3:20]. The product is [C:19]([O:18][N:17]=[C:7]([C:3]1[C:2]([NH2:1])=[N:6][O:5][N:4]=1)[NH:8][C:9]1[CH:14]=[CH:13][C:12]([F:15])=[C:11]([Cl:16])[CH:10]=1)(=[O:21])[CH3:20].